From a dataset of Forward reaction prediction with 1.9M reactions from USPTO patents (1976-2016). Predict the product of the given reaction. (1) Given the reactants C([O:5][C:6](=[O:29])[CH2:7][N:8]([CH2:23][C:24]1[S:25][CH:26]=[CH:27][CH:28]=1)[C:9]1[S:10][CH:11]=[C:12]([C:14]2[CH:19]=[CH:18][C:17]([CH:20]([CH3:22])[CH3:21])=[CH:16][CH:15]=2)[N:13]=1)(C)(C)C.[ClH:30], predict the reaction product. The product is: [ClH:30].[S:25]1[CH:26]=[CH:27][CH:28]=[C:24]1[CH2:23][N:8]([C:9]1[S:10][CH:11]=[C:12]([C:14]2[CH:15]=[CH:16][C:17]([CH:20]([CH3:22])[CH3:21])=[CH:18][CH:19]=2)[N:13]=1)[CH2:7][C:6]([OH:29])=[O:5]. (2) Given the reactants C(OC([N:8]1[CH2:13][CH2:12][CH2:11][CH:10]([CH2:14][O:15][C:16]2[CH:21]=[CH:20][C:19]([C:22]3[CH:27]=[C:26]([F:28])[C:25]([F:29])=[CH:24][C:23]=3[O:30][CH3:31])=[CH:18][CH:17]=2)[CH2:9]1)=O)(C)(C)C.Cl, predict the reaction product. The product is: [F:29][C:25]1[C:26]([F:28])=[CH:27][C:22]([C:19]2[CH:20]=[CH:21][C:16]([O:15][CH2:14][CH:10]3[CH2:11][CH2:12][CH2:13][NH:8][CH2:9]3)=[CH:17][CH:18]=2)=[C:23]([O:30][CH3:31])[CH:24]=1. (3) Given the reactants [N-:1]=[N+:2]=[N-:3].[Na+].[Cl:5][C:6]1[CH:11]=[CH:10][CH:9]=[C:8]([Cl:12])[C:7]=1[C:13]1[S:14][CH:15]=[C:16](/[CH:18]=[CH:19]/[C:20](Cl)=[O:21])[N:17]=1, predict the reaction product. The product is: [Cl:5][C:6]1[CH:11]=[CH:10][CH:9]=[C:8]([Cl:12])[C:7]=1[C:13]1[S:14][CH:15]=[C:16](/[CH:18]=[CH:19]/[C:20]([N:1]=[N+:2]=[N-:3])=[O:21])[N:17]=1. (4) Given the reactants [C:1]([C:4]1[CH:13]=[CH:12][C:7]([C:8]([O:10][CH3:11])=[O:9])=[CH:6][CH:5]=1)(=[O:3])[CH3:2].O1CCCC1.[F-].C([N+](CCCC)(CCCC)CCCC)CCC.C[Si](C)(C)[C:39]([F:42])([F:41])[F:40], predict the reaction product. The product is: [F:40][C:39]([F:42])([F:41])[C:1]([C:4]1[CH:13]=[CH:12][C:7]([C:8]([O:10][CH3:11])=[O:9])=[CH:6][CH:5]=1)([OH:3])[CH3:2]. (5) The product is: [CH3:1][CH:2]([C:13]1[CH:14]=[CH:15][C:16]([CH2:17][O:18][CH2:19][CH2:20][O:21][CH2:22][CH2:23][O:24][CH2:25][CH2:26][OH:27])=[CH:34][CH:35]=1)[CH2:3][CH2:4][CH2:5][CH2:6][CH2:7][CH2:8][CH2:9][CH2:10][CH2:11][CH3:12]. Given the reactants [CH3:1][CH:2]([C:13]1[CH:35]=[CH:34][C:16]([CH2:17][O:18][CH2:19][CH2:20][O:21][CH2:22][CH2:23][O:24][CH2:25][CH2:26][O:27]C2CCCCO2)=[CH:15][CH:14]=1)[CH2:3][CH2:4][CH2:5][CH2:6][CH2:7][CH2:8][CH2:9][CH2:10][CH2:11][CH3:12].CC1C=CC(S(O)(=O)=O)=CC=1.O, predict the reaction product. (6) Given the reactants [N:1]12[CH2:8][CH2:7][CH:4]([CH2:5][CH2:6]1)[C@@H:3]([O:9][C:10](N1C=CN=C1)=[O:11])[CH2:2]2.[F:17][C:18]1[CH:19]=[C:20]([CH:24]([C:26]2[CH:31]=[CH:30][CH:29]=[CH:28][CH:27]=2)[OH:25])[CH:21]=[CH:22][CH:23]=1, predict the reaction product. The product is: [F:17][C:18]1[CH:19]=[C:20]([CH:24]([O:25][C:10](=[O:11])[O:9][C@@H:3]2[CH:4]3[CH2:5][CH2:6][N:1]([CH2:8][CH2:7]3)[CH2:2]2)[C:26]2[CH:27]=[CH:28][CH:29]=[CH:30][CH:31]=2)[CH:21]=[CH:22][CH:23]=1. (7) Given the reactants O.NN.[NH2:4][C:5]1[C:14]2[N:15]=[C:16]([CH2:22][O:23][N:24]3C(=O)C4C(=CC=CC=4)C3=O)[N:17]([CH2:18][CH:19]([CH3:21])[CH3:20])[C:13]=2[C:12]2[CH:11]=[CH:10][CH:9]=[CH:8][C:7]=2[N:6]=1, predict the reaction product. The product is: [NH2:4][C:5]1[C:14]2[N:15]=[C:16]([CH2:22][O:23][NH2:24])[N:17]([CH2:18][CH:19]([CH3:20])[CH3:21])[C:13]=2[C:12]2[CH:11]=[CH:10][CH:9]=[CH:8][C:7]=2[N:6]=1. (8) Given the reactants S(=O)(=O)(O)O.[NH2:6][C@@H:7]([C:11]1[CH:16]=[CH:15][CH:14]=[CH:13][CH:12]=1)[C:8]([OH:10])=[O:9].[CH3:17]O, predict the reaction product. The product is: [NH2:6][C@@H:7]([C:11]1[CH:16]=[CH:15][CH:14]=[CH:13][CH:12]=1)[C:8]([O:10][CH3:17])=[O:9]. (9) Given the reactants Br[C:2]1[N:7]=[CH:6][C:5]([C:8]([N:10]2[CH2:15][CH2:14][CH:13]([C:16](=[O:24])[C:17]3[CH:22]=[CH:21][C:20]([Cl:23])=[CH:19][CH:18]=3)[CH2:12][CH2:11]2)=[O:9])=[CH:4][CH:3]=1.[CH3:25][C@@H:26]1[CH2:30][O:29][C:28](=[O:31])[NH:27]1, predict the reaction product. The product is: [Cl:23][C:20]1[CH:21]=[CH:22][C:17]([C:16]([CH:13]2[CH2:14][CH2:15][N:10]([C:8]([C:5]3[CH:4]=[CH:3][C:2]([N:27]4[C@H:26]([CH3:25])[CH2:30][O:29][C:28]4=[O:31])=[N:7][CH:6]=3)=[O:9])[CH2:11][CH2:12]2)=[O:24])=[CH:18][CH:19]=1. (10) The product is: [CH2:6]([O:5][C:3]([C:2]1[C:1](=[O:9])[N:19]([CH2:25][C:26]2[CH:31]=[CH:30][C:29]([O:32][CH3:33])=[CH:28][CH:27]=2)[C:18]2[C:17]([C:22]=1[OH:21])=[CH:16][C:15]([Cl:14])=[CH:35][N:34]=2)=[O:4])[CH3:7]. Given the reactants [C:1]([O:9]CC)(=O)[CH2:2][C:3]([O:5][CH2:6][CH3:7])=[O:4].[H-].[Na+].[Cl:14][C:15]1[CH:35]=[N:34][C:18]2[N:19]([CH2:25][C:26]3[CH:31]=[CH:30][C:29]([O:32][CH3:33])=[CH:28][CH:27]=3)C(=O)[O:21][C:22](=O)[C:17]=2[CH:16]=1.Cl, predict the reaction product.